Dataset: Forward reaction prediction with 1.9M reactions from USPTO patents (1976-2016). Task: Predict the product of the given reaction. (1) Given the reactants [Cl:1][C:2]1[CH:3]=[C:4]([C:9]#[C:10][CH:11]([OH:15])[CH2:12][CH:13]=[CH2:14])[CH:5]=[CH:6][C:7]=1[Cl:8], predict the reaction product. The product is: [Cl:1][C:2]1[CH:3]=[C:4]([C:9]23[CH2:14][CH:13]2[CH2:12][C:11](=[O:15])[CH2:10]3)[CH:5]=[CH:6][C:7]=1[Cl:8]. (2) Given the reactants [CH:1]([N:4]([CH2:8][C:9]1[CH:14]=[CH:13][C:12]([C:15]2[N:19]=[C:18]([C:20]3[CH:24]=[C:23]([CH3:25])[NH:22][N:21]=3)[O:17][N:16]=2)=[CH:11][CH:10]=1)[CH:5]([CH3:7])[CH3:6])([CH3:3])[CH3:2].[Cl:26][C:27]1[CH:32]=[CH:31][C:30]([CH2:33]Cl)=[CH:29][N:28]=1.CC([O-])(C)C.[K+].C(OCC)(=O)C, predict the reaction product. The product is: [Cl:26][C:27]1[N:28]=[CH:29][C:30]([CH2:33][N:22]2[C:23]([CH3:25])=[CH:24][C:20]([C:18]3[O:17][N:16]=[C:15]([C:12]4[CH:13]=[CH:14][C:9]([CH2:8][N:4]([CH:1]([CH3:2])[CH3:3])[CH:5]([CH3:7])[CH3:6])=[CH:10][CH:11]=4)[N:19]=3)=[N:21]2)=[CH:31][CH:32]=1.